Dataset: Catalyst prediction with 721,799 reactions and 888 catalyst types from USPTO. Task: Predict which catalyst facilitates the given reaction. (1) Reactant: [CH2:1]([O:8][CH2:9][C@@H:10]1[CH2:13][C@H:12]([OH:14])[CH2:11]1)[C:2]1[CH:7]=[CH:6][CH:5]=[CH:4][CH:3]=1.[H-].[Na+].I[CH3:18]. Product: [CH3:18][O:14][C@H:12]1[CH2:13][C@@H:10]([CH2:9][O:8][CH2:1][C:2]2[CH:7]=[CH:6][CH:5]=[CH:4][CH:3]=2)[CH2:11]1. The catalyst class is: 7. (2) Reactant: [CH3:1][S:2]([CH2:5][C@H:6]([NH:8][C:9]([C:11]1[C:12](OC2C=CC(F)=CC=2F)=[N:13][C:14]([O:17][C:18]2[CH:23]=[CH:22][C:21]([F:24])=[CH:20][C:19]=2[F:25])=[N:15][CH:16]=1)=O)[CH3:7])(=[O:4])=[O:3].N1C(C)=CC=CC=1C.FC(F)(F)C(OC(=O)C(F)(F)F)=O.C(OC(C)(C)C)(=O)[NH:57][NH2:58]. Product: [F:25][C:19]1[CH:20]=[C:21]([F:24])[CH:22]=[CH:23][C:18]=1[O:17][C:14]1[N:13]=[C:12]2[NH:57][N:58]=[C:9]([NH:8][C@H:6]([CH3:7])[CH2:5][S:2]([CH3:1])(=[O:4])=[O:3])[C:11]2=[CH:16][N:15]=1. The catalyst class is: 4. (3) Reactant: [C:1]([O:4][CH2:5][CH2:6][C:7]1[O:8][CH:9]=[C:10]([C:12]2[CH:17]=[CH:16][C:15]([C:18]([F:21])([F:20])[F:19])=[CH:14][CH:13]=2)[N:11]=1)(=[O:3])[CH3:2].C1C(=O)N([Br:29])C(=O)C1.C(=O)(O)[O-].[Na+]. Product: [C:1]([O:4][CH2:5][CH2:6][C:7]1[O:8][C:9]([Br:29])=[C:10]([C:12]2[CH:17]=[CH:16][C:15]([C:18]([F:19])([F:20])[F:21])=[CH:14][CH:13]=2)[N:11]=1)(=[O:3])[CH3:2]. The catalyst class is: 86. (4) Reactant: Cl[CH2:2][C:3]([N:5]([O:7][CH3:8])[CH3:6])=[O:4].[Br:9][C:10]1[CH:15]=[CH:14][C:13]([OH:16])=[C:12]([O:17][CH3:18])[CH:11]=1.C(=O)([O-])[O-].[K+].[K+]. Product: [Br:9][C:10]1[CH:15]=[CH:14][C:13]([O:16][CH2:2][C:3]([N:5]([O:7][CH3:8])[CH3:6])=[O:4])=[C:12]([O:17][CH3:18])[CH:11]=1. The catalyst class is: 85. (5) Reactant: Cl.[NH2:2][C:3]1[CH:4]=[CH:5][C:6]([NH:9][CH2:10][CH2:11][NH:12][C:13]([C:15]2[C:23]3[N:22]=[C:21]([C:24]4[S:25][CH:26]=[CH:27][CH:28]=4)[NH:20][C:19]=3[C:18]([OH:29])=[CH:17][CH:16]=2)=[O:14])=[N:7][CH:8]=1.CCN(C(C)C)C(C)C.[C:39](Cl)(=[O:41])[CH3:40]. Product: [C:39]([NH:2][C:3]1[CH:4]=[CH:5][C:6]([NH:9][CH2:10][CH2:11][NH:12][C:13]([C:15]2[C:23]3[N:22]=[C:21]([C:24]4[S:25][CH:26]=[CH:27][CH:28]=4)[NH:20][C:19]=3[C:18]([OH:29])=[CH:17][CH:16]=2)=[O:14])=[N:7][CH:8]=1)(=[O:41])[CH3:40]. The catalyst class is: 3.